From a dataset of Peptide-MHC class II binding affinity with 134,281 pairs from IEDB. Regression. Given a peptide amino acid sequence and an MHC pseudo amino acid sequence, predict their binding affinity value. This is MHC class II binding data. (1) The peptide sequence is KYYLRLWAPELAKSQ. The MHC is DRB3_0202 with pseudo-sequence DRB3_0202. The binding affinity (normalized) is 0.725. (2) The peptide sequence is CTGMLKRRLGLMSLS. The MHC is H-2-IAb with pseudo-sequence H-2-IAb. The binding affinity (normalized) is 0.0340. (3) The binding affinity (normalized) is 0.491. The MHC is DRB1_0404 with pseudo-sequence DRB1_0404. The peptide sequence is GEALSTLVVNKIRGT. (4) The peptide sequence is EKKYFAATQFEPLAW. The MHC is HLA-DPA10201-DPB11401 with pseudo-sequence HLA-DPA10201-DPB11401. The binding affinity (normalized) is 0.684. (5) The binding affinity (normalized) is 0.698. The MHC is DRB4_0101 with pseudo-sequence DRB4_0103. The peptide sequence is GELQIVDKDDAAFKI. (6) The peptide sequence is FTQTMKGVERLAVMG. The MHC is DRB1_0801 with pseudo-sequence DRB1_0801. The binding affinity (normalized) is 0.714. (7) The peptide sequence is ESYKFIPALEAAVKQAYAAT. The MHC is HLA-DPA10201-DPB10501 with pseudo-sequence HLA-DPA10201-DPB10501. The binding affinity (normalized) is 0.712.